From a dataset of In vitro SARS-CoV-2 activity screen of 1,480 approved drugs from Prestwick library. Binary Classification. Given a drug SMILES string, predict its activity (active/inactive) in a high-throughput screening assay against a specified biological target. The compound is Nc1ccncc1. The result is 0 (inactive).